This data is from Full USPTO retrosynthesis dataset with 1.9M reactions from patents (1976-2016). The task is: Predict the reactants needed to synthesize the given product. (1) Given the product [CH3:1][C:2]1[CH:7]=[C:6]([C:8]([O:10][CH3:11])=[O:9])[CH:5]=[CH:4][N:3]=1, predict the reactants needed to synthesize it. The reactants are: [CH3:1][C:2]1[CH:7]=[C:6]([C:8]([OH:10])=[O:9])[CH:5]=[CH:4][N:3]=1.[CH3:11]O. (2) Given the product [F:33][C:24]1[CH:25]=[C:26]([S:29]([CH3:32])(=[O:31])=[O:30])[CH:27]=[CH:28][C:23]=1[NH:1][C@H:2]1[CH2:7][CH2:6][CH2:5][N:4]([CH:8]2[CH2:9][CH2:10][N:11]([C:14]([O:16][C:17]([CH3:18])([CH3:20])[CH3:19])=[O:15])[CH2:12][CH2:13]2)[C:3]1=[O:21], predict the reactants needed to synthesize it. The reactants are: [NH2:1][C@H:2]1[CH2:7][CH2:6][CH2:5][N:4]([CH:8]2[CH2:13][CH2:12][N:11]([C:14]([O:16][C:17]([CH3:20])([CH3:19])[CH3:18])=[O:15])[CH2:10][CH2:9]2)[C:3]1=[O:21].F[C:23]1[CH:28]=[CH:27][C:26]([S:29]([CH3:32])(=[O:31])=[O:30])=[CH:25][C:24]=1[F:33].C([O-])([O-])=O.[Na+].[Na+].O. (3) The reactants are: [Cl:1][C:2]1[CH:7]=[CH:6][C:5]([CH:8]([CH2:18][CH3:19])[CH2:9][C:10]([C:14]([F:17])([F:16])[F:15])([OH:13])[CH2:11][OH:12])=[C:4]([O:20][CH3:21])[C:3]=1[CH3:22].C1(O)C=CC=CC=1.[NH4+].[Cl-]. Given the product [Cl:1][C:2]1[CH:7]=[CH:6][C:5]([CH:8]([CH2:18][CH3:19])[CH2:9][C:10]([OH:13])([C:14]([F:17])([F:16])[F:15])[CH:11]=[O:12])=[C:4]([O:20][CH3:21])[C:3]=1[CH3:22], predict the reactants needed to synthesize it. (4) Given the product [C:42]([NH:50][C:51]1[CH:63]=[C:62]([O:9][C:3]2[CH:4]=[CH:5][C:6]([F:8])=[CH:7][C:2]=2[F:1])[CH:61]=[CH:60][C:52]=1[C:53]([O:55][C:56]([CH3:58])([CH3:59])[CH3:57])=[O:54])(=[O:49])[C:43]1[CH:44]=[CH:45][CH:46]=[CH:47][CH:48]=1, predict the reactants needed to synthesize it. The reactants are: [F:1][C:2]1[CH:7]=[C:6]([F:8])[CH:5]=[CH:4][C:3]=1[OH:9].[H-].[Na+].C(P(C(C)(C)C)C1C=CC=CC=1C1C(C(C)C)=CC(C(C)C)=CC=1C(C)C)(C)(C)C.[C:42]([NH:50][C:51]1[CH:63]=[C:62](Br)[CH:61]=[CH:60][C:52]=1[C:53]([O:55][C:56]([CH3:59])([CH3:58])[CH3:57])=[O:54])(=[O:49])[C:43]1[CH:48]=[CH:47][CH:46]=[CH:45][CH:44]=1.F[B-](F)(F)F.C(P(C(C)(C)C)C(C)(C)C)(C)(C)C.C(O)(=O)CC(CC(O)=O)(C(O)=O)O. (5) Given the product [CH2:1]([O:3][C:4](=[O:17])[NH:5][C:6]1[C:11]([N+:12]([O-:14])=[O:13])=[CH:10][C:9]([NH:15][CH2:24][C:23]2[CH:22]=[CH:21][C:20]([C:19]([F:18])([F:28])[F:29])=[CH:27][CH:26]=2)=[CH:8][C:7]=1[CH3:16])[CH3:2], predict the reactants needed to synthesize it. The reactants are: [CH2:1]([O:3][C:4](=[O:17])[NH:5][C:6]1[C:11]([N+:12]([O-:14])=[O:13])=[CH:10][C:9]([NH2:15])=[CH:8][C:7]=1[CH3:16])[CH3:2].[F:18][C:19]([F:29])([F:28])[C:20]1[CH:27]=[CH:26][C:23]([CH:24]=O)=[CH:22][CH:21]=1.O. (6) Given the product [C:26]([N:29]1[CH2:33][CH2:32][C:31]2([CH2:34][CH2:35][N:36]([C:39]3[C:46]([Cl:47])=[C:45]([NH:48][C:2]4[N:7]=[C:6]([N:8]([CH:18]5[CH2:19][CH2:20]5)[CH2:9][C:10]5[CH:15]=[CH:14][C:13]([O:16][CH3:17])=[CH:12][CH:11]=5)[C:5]5=[N:21][CH:22]=[C:23]([C:24]#[N:25])[N:4]5[N:3]=4)[CH:44]=[C:41]([C:42]#[N:43])[CH:40]=3)[CH2:37][CH2:38]2)[CH2:30]1)(=[O:28])[CH3:27], predict the reactants needed to synthesize it. The reactants are: Cl[C:2]1[N:7]=[C:6]([N:8]([CH:18]2[CH2:20][CH2:19]2)[CH2:9][C:10]2[CH:15]=[CH:14][C:13]([O:16][CH3:17])=[CH:12][CH:11]=2)[C:5]2=[N:21][CH:22]=[C:23]([C:24]#[N:25])[N:4]2[N:3]=1.[C:26]([N:29]1[CH2:33][CH2:32][C:31]2([CH2:38][CH2:37][N:36]([C:39]3[CH:40]=[C:41]([CH:44]=[C:45]([NH2:48])[C:46]=3[Cl:47])[C:42]#[N:43])[CH2:35][CH2:34]2)[CH2:30]1)(=[O:28])[CH3:27].CC1(C)C2C(=C(P(C3C=CC=CC=3)C3C=CC=CC=3)C=CC=2)OC2C(P(C3C=CC=CC=3)C3C=CC=CC=3)=CC=CC1=2.C(=O)([O-])[O-].[Cs+].[Cs+]. (7) Given the product [Cl:1][C:2]1[C:3]([O:28][CH2:29][CH2:30][CH2:31][O:32][CH3:33])=[CH:4][C:5]2[CH2:14][CH:13]([CH:15]3[CH2:20][CH2:19][O:18][CH2:17][CH2:16]3)[N:12]3[C:7](=[CH:8][C:9](=[O:26])[C:10]([C:21]([O:23][CH2:24][CH3:25])=[O:22])=[CH:11]3)[C:6]=2[CH:27]=1, predict the reactants needed to synthesize it. The reactants are: [Cl:1][C:2]1[C:3]([O:28][CH2:29][CH2:30][CH2:31][O:32][CH3:33])=[CH:4][C:5]2[CH2:14][CH:13]([CH:15]3[CH2:20][CH2:19][O:18][CH2:17][CH2:16]3)[N:12]3[CH:7]([CH2:8][C:9](=[O:26])[C:10]([C:21]([O:23][CH2:24][CH3:25])=[O:22])=[CH:11]3)[C:6]=2[CH:27]=1.C1(Cl)C(=O)C(Cl)=C(Cl)C(=O)C=1Cl. (8) Given the product [CH3:1][O:2][C:3](=[O:16])[CH2:4][CH2:5][CH2:6][CH2:7][CH2:8][CH2:9][CH2:10][CH2:11][CH2:12][CH2:13][CH2:14][I:17], predict the reactants needed to synthesize it. The reactants are: [CH3:1][O:2][C:3](=[O:16])[CH2:4][CH2:5][CH2:6][CH2:7][CH2:8][CH2:9][CH2:10][CH2:11][CH2:12][CH2:13][CH2:14]Br.[I-:17].[Na+].